From a dataset of Full USPTO retrosynthesis dataset with 1.9M reactions from patents (1976-2016). Predict the reactants needed to synthesize the given product. (1) Given the product [Cl:22][C:23]1[CH:28]=[CH:27][C:26]([NH:29][C:30]([NH:21][C:19]2[CH:18]=[CH:17][C:15]3[S:16][C:12]([C:8]4[CH:9]=[N:10][CH:11]=[C:6]([C:5]5[N:1]=[N:2][NH:3][N:4]=5)[CH:7]=4)=[CH:13][C:14]=3[CH:20]=2)=[O:31])=[CH:25][C:24]=1[C:32]([F:33])([F:34])[F:35], predict the reactants needed to synthesize it. The reactants are: [N:1]1[NH:2][N:3]=[N:4][C:5]=1[C:6]1[CH:7]=[C:8]([C:12]2[S:16][C:15]3[CH:17]=[CH:18][C:19]([NH2:21])=[CH:20][C:14]=3[CH:13]=2)[CH:9]=[N:10][CH:11]=1.[Cl:22][C:23]1[CH:28]=[CH:27][C:26]([N:29]=[C:30]=[O:31])=[CH:25][C:24]=1[C:32]([F:35])([F:34])[F:33]. (2) Given the product [CH2:26]([N:8]([CH2:1][C:2]1[CH:3]=[CH:4][CH:5]=[CH:6][CH:7]=1)[C:9]1[N:10]=[CH:11][CH:12]=[C:13]2[CH:18]=[C:19]([C:20]([O:22][CH2:23][CH3:24])=[O:21])[NH:15][C:14]=12)[C:27]1[CH:32]=[CH:31][CH:30]=[CH:29][CH:28]=1, predict the reactants needed to synthesize it. The reactants are: [CH2:1]([N:8]([CH2:26][C:27]1[CH:32]=[CH:31][CH:30]=[CH:29][CH:28]=1)[C:9]1[C:14]([N+:15]([O-])=O)=[C:13](/[CH:18]=[C:19](\[O-])/[C:20]([O:22][CH2:23][CH3:24])=[O:21])[CH:12]=[CH:11][N:10]=1)[C:2]1[CH:7]=[CH:6][CH:5]=[CH:4][CH:3]=1.[K+]. (3) Given the product [Br:1][C:2]1[CH:7]=[CH:6][C:5]([CH:8]2[CH2:11][N:10]([C:12]([C:14]3[CH:15]=[CH:16][C:17]([CH3:30])=[C:18]([NH:20][C:21](=[O:29])[C:22]4[CH:27]=[CH:26][C:25]([NH:34][CH:31]([CH3:33])[CH3:32])=[N:24][CH:23]=4)[CH:19]=3)=[O:13])[CH2:9]2)=[CH:4][CH:3]=1, predict the reactants needed to synthesize it. The reactants are: [Br:1][C:2]1[CH:7]=[CH:6][C:5]([CH:8]2[CH2:11][N:10]([C:12]([C:14]3[CH:15]=[CH:16][C:17]([CH3:30])=[C:18]([NH:20][C:21](=[O:29])[C:22]4[CH:27]=[CH:26][C:25](Cl)=[N:24][CH:23]=4)[CH:19]=3)=[O:13])[CH2:9]2)=[CH:4][CH:3]=1.[CH:31]([NH2:34])([CH3:33])[CH3:32]. (4) Given the product [C:28]([C:27]1[CH:30]=[CH:31][CH:32]=[CH:33][C:26]=1[O:1][C:2]1[CH:7]=[CH:6][C:5]([C@H:8]2[CH2:12][CH2:11][C@:10]3([CH2:16][CH2:15][NH:14][C:13]3=[O:17])[N:9]2[C:18]([O:20][C:21]([CH3:24])([CH3:23])[CH3:22])=[O:19])=[CH:4][CH:3]=1)#[N:29], predict the reactants needed to synthesize it. The reactants are: [OH:1][C:2]1[CH:7]=[CH:6][C:5]([C@H:8]2[CH2:12][CH2:11][C@:10]3([CH2:16][CH2:15][NH:14][C:13]3=[O:17])[N:9]2[C:18]([O:20][C:21]([CH3:24])([CH3:23])[CH3:22])=[O:19])=[CH:4][CH:3]=1.F[C:26]1[CH:33]=[CH:32][CH:31]=[CH:30][C:27]=1[C:28]#[N:29]. (5) Given the product [NH:3]1[CH2:4][CH2:5][C:6]2([C:18]3[C:17](=[N:16][CH:21]=[CH:20][CH:19]=3)[C:22](=[O:24])[O:23]2)[CH2:7]1, predict the reactants needed to synthesize it. The reactants are: CC1(C)[CH2:7][CH2:6][CH2:5][C:4](C)(C)[NH:3]1.C([Li])CCC.[N:16]1[CH:21]=[CH:20][CH:19]=[CH:18][C:17]=1[C:22]([OH:24])=[O:23].O=C1CCN(C(OC(C)(C)C)=O)C1. (6) Given the product [Cl:8][C:9]1[CH:10]=[C:11]([CH2:12][N:5]2[CH2:6][CH2:7][N:2]([CH3:1])[CH2:3][CH2:4]2)[CH:14]=[CH:15][C:16]=1[N+:17]([O-:19])=[O:18], predict the reactants needed to synthesize it. The reactants are: [CH3:1][N:2]1[CH2:7][CH2:6][NH:5][CH2:4][CH2:3]1.[Cl:8][C:9]1[CH:10]=[C:11]([CH:14]=[CH:15][C:16]=1[N+:17]([O-:19])=[O:18])[CH:12]=O.C(O)(=O)C.C(O[BH-](OC(=O)C)OC(=O)C)(=O)C.[Na+]. (7) Given the product [CH2:7]([O:9][C:10](=[O:20])[CH2:11][C:12]1[CH:17]=[CH:16][CH:15]=[C:14]([CH2:18][NH:19][S:2]([CH3:1])(=[O:4])=[O:3])[CH:13]=1)[CH3:8], predict the reactants needed to synthesize it. The reactants are: [CH3:1][S:2](Cl)(=[O:4])=[O:3].Cl.[CH2:7]([O:9][C:10](=[O:20])[CH2:11][C:12]1[CH:17]=[CH:16][CH:15]=[C:14]([CH2:18][NH2:19])[CH:13]=1)[CH3:8].C(N(CC)CC)C.Cl. (8) Given the product [N:14]1[CH:19]=[CH:18][CH:17]=[CH:16][C:15]=1[C:23]1([N+:20]([O-:22])=[O:21])[CH:28]=[CH:27][CH:26]=[CH:25][CH:24]1[S:29]([NH:9][C:8]1[CH:7]=[CH:13][CH:12]=[CH:11][CH:10]=1)(=[O:30])=[O:31], predict the reactants needed to synthesize it. The reactants are: N1C=CC=CC=1[C:7]1[CH:13]=[CH:12][CH:11]=[CH:10][C:8]=1[NH2:9].[N:14]1[CH:19]=[CH:18][CH:17]=[CH:16][CH:15]=1.[N+:20]([C:23]1[CH:28]=[CH:27][CH:26]=[CH:25][C:24]=1[S:29](Cl)(=[O:31])=[O:30])([O-:22])=[O:21].O. (9) Given the product [CH2:15]([O:14][C:7]1[C:6]([F:17])=[C:5]([CH:10]=[CH:9][C:8]=1[O:11][CH2:12][CH3:13])[C:2]#[N:3])[CH3:16], predict the reactants needed to synthesize it. The reactants are: [Cu][C:2]#[N:3].Br[C:5]1[CH:10]=[CH:9][C:8]([O:11][CH2:12][CH3:13])=[C:7]([O:14][CH2:15][CH3:16])[C:6]=1[F:17].C(OCC)(=O)C.N. (10) Given the product [Cl:12][C:13]1[C:14]([N:21]2[CH2:26][CH2:25][CH:24]([C:27]3[CH:36]=[CH:35][CH:34]=[CH:33][C:28]=3[C:29]([O:31][CH3:32])=[O:30])[CH2:23][CH2:22]2)=[CH:15][N:16]=[N:17][C:18]=1[NH:19][NH:20][C:9](=[O:11])[CH2:8][CH:5]1[CH2:6][CH2:7]1, predict the reactants needed to synthesize it. The reactants are: S(Cl)(Cl)=O.[CH:5]1([CH2:8][C:9]([OH:11])=O)[CH2:7][CH2:6]1.[Cl:12][C:13]1[C:14]([N:21]2[CH2:26][CH2:25][CH:24]([C:27]3[CH:36]=[CH:35][CH:34]=[CH:33][C:28]=3[C:29]([O:31][CH3:32])=[O:30])[CH2:23][CH2:22]2)=[CH:15][N:16]=[N:17][C:18]=1[NH:19][NH2:20].C(=O)(O)[O-].[Na+].